This data is from Cav3 T-type calcium channel HTS with 100,875 compounds. The task is: Binary Classification. Given a drug SMILES string, predict its activity (active/inactive) in a high-throughput screening assay against a specified biological target. The drug is OC(=O)c1c(N\N=C\c2c3c(ncc2)cccc3)cccc1. The result is 0 (inactive).